This data is from Full USPTO retrosynthesis dataset with 1.9M reactions from patents (1976-2016). The task is: Predict the reactants needed to synthesize the given product. (1) Given the product [NH2:33][CH2:32][CH:31]([NH:30][C:26]1[N:25]=[C:24]([C:21]2[N:17]3[CH:18]=[CH:19][N:20]=[C:15]([NH:14][CH:11]4[CH2:12][CH2:13][CH:8]([NH2:7])[CH2:9][CH2:10]4)[C:16]3=[N:23][CH:22]=2)[CH:29]=[CH:28][CH:27]=1)[C:41]1[CH:46]=[CH:45][CH:44]=[CH:43][CH:42]=1, predict the reactants needed to synthesize it. The reactants are: C(OC(=O)[NH:7][CH:8]1[CH2:13][CH2:12][CH:11]([NH:14][C:15]2[C:16]3[N:17]([C:21]([C:24]4[CH:29]=[CH:28][CH:27]=[C:26]([NH:30][CH:31]([C:41]5[CH:46]=[CH:45][CH:44]=[CH:43][CH:42]=5)[CH2:32][NH:33]C(OC(C)(C)C)=O)[N:25]=4)=[CH:22][N:23]=3)[CH:18]=[CH:19][N:20]=2)[CH2:10][CH2:9]1)(C)(C)C.Cl. (2) Given the product [CH2:3]([N:10]([CH2:28][C:29]1[CH:30]=[CH:31][CH:32]=[CH:33][CH:34]=1)[CH2:11][C@H:12]([O:27][CH3:37])[CH2:13][N:14]1[CH2:15][CH2:16][N:17]([C:20]([O:22][C:23]([CH3:26])([CH3:25])[CH3:24])=[O:21])[CH2:18][CH2:19]1)[C:4]1[CH:9]=[CH:8][CH:7]=[CH:6][CH:5]=1, predict the reactants needed to synthesize it. The reactants are: [H-].[Na+].[CH2:3]([N:10]([CH2:28][C:29]1[CH:34]=[CH:33][CH:32]=[CH:31][CH:30]=1)[CH2:11][C@H:12]([OH:27])[CH2:13][N:14]1[CH2:19][CH2:18][N:17]([C:20]([O:22][C:23]([CH3:26])([CH3:25])[CH3:24])=[O:21])[CH2:16][CH2:15]1)[C:4]1[CH:9]=[CH:8][CH:7]=[CH:6][CH:5]=1.CI.[C:37](=O)(O)[O-].[Na+]. (3) The reactants are: [Cl:1][C:2]1[N:7]=[C:6]([NH2:8])[C:5]([N+:9]([O-])=O)=[CH:4][C:3]=1[I:12].[NH4+].[Cl-]. Given the product [Cl:1][C:2]1[N:7]=[C:6]([NH2:8])[C:5]([NH2:9])=[CH:4][C:3]=1[I:12], predict the reactants needed to synthesize it. (4) Given the product [N:11]1[C:12]2[C:17](=[CH:16][CH:15]=[CH:14][CH:13]=2)[C:8]([N:1]2[CH2:5][CH2:4][CH:3]([OH:6])[CH2:2]2)=[CH:9][CH:10]=1, predict the reactants needed to synthesize it. The reactants are: [NH:1]1[CH2:5][CH2:4][CH:3]([OH:6])[CH2:2]1.Cl[C:8]1[C:17]2[C:12](=[CH:13][CH:14]=[CH:15][CH:16]=2)[N:11]=[CH:10][CH:9]=1. (5) The reactants are: [CH3:1][O:2][C:3]1[CH:8]=[C:7]([O:9][CH3:10])[CH:6]=[CH:5][C:4]=1[C:11](=[O:20])[CH2:12][CH2:13][CH:14]1[CH2:19][CH2:18][CH2:17][CH2:16][CH2:15]1.[Br:21]Br.O. Given the product [Br:21][CH:12]([CH2:13][CH:14]1[CH2:19][CH2:18][CH2:17][CH2:16][CH2:15]1)[C:11]([C:4]1[CH:5]=[CH:6][C:7]([O:9][CH3:10])=[CH:8][C:3]=1[O:2][CH3:1])=[O:20], predict the reactants needed to synthesize it. (6) Given the product [Cl:26][C:21]1[N:22]=[CH:23][C:24]2[NH:25][C:1](=[O:3])[CH:2]3[CH:14]([CH2:15][CH2:16][CH2:17]3)[N:13]([CH:9]3[CH2:10][CH2:11][CH2:12][CH2:8]3)[C:19]=2[N:20]=1, predict the reactants needed to synthesize it. The reactants are: [CH2:1]([OH:3])[CH3:2].COC([CH:8]1[CH2:12][CH2:11][CH2:10][CH:9]1[N:13]([C:19]1[C:24]([NH2:25])=[CH:23][N:22]=[C:21]([Cl:26])[N:20]=1)[CH:14]1C[CH2:17][CH2:16][CH2:15]1)=O. (7) Given the product [C:8]([O:22][C:21]([N:28]1[CH2:30][CH:10]=[C:11]([C:7]2[CH:16]=[C:15]([F:17])[CH:14]=[C:13]3[C:8]=2[CH:9]=[CH:10][C:11]([CH3:18])=[N:12]3)[CH2:18][CH2:27]1)=[O:24])([CH3:13])([CH3:9])[CH3:7], predict the reactants needed to synthesize it. The reactants are: FC(F)(F)S(O[C:7]1[CH:16]=[C:15]([F:17])[CH:14]=[C:13]2[C:8]=1[CH:9]=[CH:10][C:11]([CH3:18])=[N:12]2)(=O)=O.[C:21](=[O:24])([O-])[O-:22].[K+].[K+].[CH3:27][N:28]([CH:30]=O)C.